This data is from Full USPTO retrosynthesis dataset with 1.9M reactions from patents (1976-2016). The task is: Predict the reactants needed to synthesize the given product. (1) Given the product [F:7][C:8]1[N:9]=[C:10]([C:14]([OH:2])=[O:15])[CH:11]=[CH:12][CH:13]=1, predict the reactants needed to synthesize it. The reactants are: [Mn]([O-])(=O)(=O)=[O:2].[K+].[F:7][C:8]1[CH:13]=[CH:12][CH:11]=[C:10]([CH3:14])[N:9]=1.[OH2:15]. (2) Given the product [CH3:7][O:6][C:3]([O:11][CH3:9])([CH2:4][CH3:5])[CH2:2][CH3:1], predict the reactants needed to synthesize it. The reactants are: [CH3:1][CH2:2][C:3](=[O:6])[CH2:4][CH3:5].[CH3:7]O.[C:9](OC)(OC)([O:11]C)C. (3) Given the product [CH3:28][N:29]([CH3:39])[C:30]1[N:35]=[CH:34][C:33]([C:2]2[N:11]=[C:10]([NH:12][CH2:13][CH2:14][CH:15]([C:22]3[CH:27]=[CH:26][CH:25]=[CH:24][CH:23]=3)[C:16]3[CH:21]=[CH:20][CH:19]=[CH:18][CH:17]=3)[C:9]3[C:4](=[CH:5][CH:6]=[CH:7][CH:8]=3)[N:3]=2)=[CH:32][CH:31]=1, predict the reactants needed to synthesize it. The reactants are: Cl[C:2]1[N:11]=[C:10]([NH:12][CH2:13][CH2:14][CH:15]([C:22]2[CH:27]=[CH:26][CH:25]=[CH:24][CH:23]=2)[C:16]2[CH:21]=[CH:20][CH:19]=[CH:18][CH:17]=2)[C:9]2[C:4](=[CH:5][CH:6]=[CH:7][CH:8]=2)[N:3]=1.[CH3:28][N:29]([CH3:39])[C:30]1[N:35]=[CH:34][C:33](B(O)O)=[CH:32][CH:31]=1.C(NC1C2C(=CC=CC=2)N=C(C2SC3C=CC=CC=3C=2)N=1)(C1C=CC=CC=1)C1C=CC=CC=1. (4) Given the product [OH:3][CH2:4][CH2:5][O:6][NH:7][C:8]([C:10]1[CH:15]=[CH:14][C:13](=[O:16])[N:12]([CH3:17])[C:11]=1[NH:18][C:19]1[CH:24]=[CH:23][C:22]([CH3:25])=[CH:21][C:20]=1[F:26])=[O:9], predict the reactants needed to synthesize it. The reactants are: C([O:3][CH2:4][CH2:5][O:6][NH:7][C:8]([C:10]1[CH:15]=[CH:14][C:13](=[O:16])[N:12]([CH3:17])[C:11]=1[NH:18][C:19]1[CH:24]=[CH:23][C:22]([CH3:25])=[CH:21][C:20]=1[F:26])=[O:9])=C.COC(C1C=CC(=O)N(C)C=1NC1C=CC(C)=CC=1F)=O.C(OCCON)=C.C[Si]([N-][Si](C)(C)C)(C)C.[Li+]. (5) Given the product [CH2:16]([C:23]1([OH:29])[CH2:28][CH2:27][N:26]([CH2:5][CH2:6][C:7]#[C:8][C:9]2[CH:14]=[CH:13][CH:12]=[C:11]([CH3:15])[CH:10]=2)[CH2:25][CH2:24]1)[C:17]1[CH:18]=[CH:19][CH:20]=[CH:21][CH:22]=1, predict the reactants needed to synthesize it. The reactants are: S([CH2:5][CH2:6][C:7]#[C:8][C:9]1[CH:14]=[CH:13][CH:12]=[C:11]([CH3:15])[CH:10]=1)(C)(=O)=O.[CH2:16]([C:23]1([OH:29])[CH2:28][CH2:27][NH:26][CH2:25][CH2:24]1)[C:17]1[CH:22]=[CH:21][CH:20]=[CH:19][CH:18]=1.C([O-])([O-])=O.[K+].[K+]. (6) Given the product [C:1]([O:5][C:6](=[O:32])[N:7]([CH3:8])[CH:9]([CH3:31])[C:10]([NH:12][C:13]1[CH:18]=[CH:17][C:16]([C:19]2[N:23]3[CH:24]=[CH:25][CH:26]=[CH:27][C:22]3=[N:21][C:20]=2[CH3:28])=[C:15]([C:29]#[C:30][C:34]2[CH:35]=[C:36]3[C:41](=[CH:42][CH:43]=2)[N:40]([CH3:44])[C:39](=[O:45])[CH:38]=[CH:37]3)[N:14]=1)=[O:11])([CH3:4])([CH3:3])[CH3:2], predict the reactants needed to synthesize it. The reactants are: [C:1]([O:5][C:6](=[O:32])[N:7]([CH:9]([CH3:31])[C:10]([NH:12][C:13]1[CH:18]=[CH:17][C:16]([C:19]2[N:23]3[CH:24]=[CH:25][CH:26]=[CH:27][C:22]3=[N:21][C:20]=2[CH3:28])=[C:15]([C:29]#[CH:30])[N:14]=1)=[O:11])[CH3:8])([CH3:4])([CH3:3])[CH3:2].Br[C:34]1[CH:35]=[C:36]2[C:41](=[CH:42][CH:43]=1)[N:40]([CH3:44])[C:39](=[O:45])[CH:38]=[CH:37]2.CCN(C(C)C)C(C)C. (7) The reactants are: [CH3:1][C:2]1[CH:3]=[C:4]([CH:19]=[C:20]2[CH2:25][CH2:24][C:23](=O)[CH2:22][CH2:21]2)[CH:5]=[C:6]([O:8][C:9]2[CH:14]=[CH:13][C:12]([C:15]([F:18])([F:17])[F:16])=[CH:11][N:10]=2)[CH:7]=1.[NH3:27].C(O)C.[BH4-].[Na+]. Given the product [CH3:1][C:2]1[CH:3]=[C:4]([CH:19]=[C:20]2[CH2:25][CH2:24][CH:23]([NH2:27])[CH2:22][CH2:21]2)[CH:5]=[C:6]([O:8][C:9]2[CH:14]=[CH:13][C:12]([C:15]([F:18])([F:17])[F:16])=[CH:11][N:10]=2)[CH:7]=1, predict the reactants needed to synthesize it. (8) The reactants are: [OH:1][C:2]1[CH:16]=[C:15]([CH3:17])[CH:14]=[CH:13][C:3]=1[O:4][C:5]1[CH:12]=[CH:11][C:8]([CH:9]=O)=[CH:7][CH:6]=1.[NH2:18][C@H:19]([C:23]([OH:25])=[O:24])[CH2:20][CH2:21][SH:22]. Given the product [OH:1][C:2]1[CH:16]=[C:15]([CH3:17])[CH:14]=[CH:13][C:3]=1[O:4][C:5]1[CH:12]=[CH:11][C:8]([CH:9]2[NH:18][CH:19]([C:23]([OH:25])=[O:24])[CH2:20][CH2:21][S:22]2)=[CH:7][CH:6]=1, predict the reactants needed to synthesize it. (9) Given the product [CH3:12][O:13][C:14]1[CH:30]=[CH:29][C:17]2[N:18]=[C:19]([NH:21][C:22]3[O:11][CH2:10][C:2]4([N:1]=3)[CH:7]3[CH2:8][CH2:9][N:4]([CH2:5][CH2:6]3)[CH2:3]4)[S:20][C:16]=2[CH:15]=1, predict the reactants needed to synthesize it. The reactants are: [NH2:1][C:2]1([CH2:10][OH:11])[CH:7]2[CH2:8][CH2:9][N:4]([CH2:5][CH2:6]2)[CH2:3]1.[CH3:12][O:13][C:14]1[CH:30]=[CH:29][C:17]2[N:18]=[C:19]([NH:21][C:22](N3C=CN=C3)=S)[S:20][C:16]=2[CH:15]=1.CC(C)N=C=NC(C)C. (10) Given the product [CH2:1]([O:3][C:4](=[O:17])[C:5]([NH:20][C:23]([O:26][CH3:25])=[O:27])([CH3:9])[CH2:10][CH2:11][C:12]1[S:13][CH:14]=[CH:15][CH:16]=1)[CH3:2], predict the reactants needed to synthesize it. The reactants are: [CH2:1]([O:3][C:4](=[O:17])[C:5]([CH2:10][CH2:11][C:12]1[S:13][CH:14]=[CH:15][CH:16]=1)([CH3:9])C(O)=O)[CH3:2].C([N:20]([CH2:23]C)CC)C.[CH3:25][OH:26].[OH2:27].